Dataset: Catalyst prediction with 721,799 reactions and 888 catalyst types from USPTO. Task: Predict which catalyst facilitates the given reaction. (1) The catalyst class is: 8. Reactant: [CH3:1][NH:2][CH2:3][CH2:4][CH2:5][O:6][C:7]1[CH:8]=[N:9][CH:10]=[C:11]([O:13][CH2:14][C:15]2[CH:20]=[CH:19][CH:18]=[CH:17][CH:16]=2)[CH:12]=1.[O:21]=[C:22]([OH:34])[C@@H:23]([C@H:25]([C@H:27]([C@@H:29]([C:31]([OH:33])=[O:32])[OH:30])[OH:28])[OH:26])[OH:24].O. Product: [O:21]=[C:22]([OH:34])[C@@H:23]([C@H:25]([C@H:27]([C@@H:29]([C:31]([OH:33])=[O:32])[OH:30])[OH:28])[OH:26])[OH:24].[CH3:1][NH:2][CH2:3][CH2:4][CH2:5][O:6][C:7]1[CH:8]=[N:9][CH:10]=[C:11]([O:13][CH2:14][C:15]2[CH:20]=[CH:19][CH:18]=[CH:17][CH:16]=2)[CH:12]=1.[CH3:1][NH:2][CH2:3][CH2:4][CH2:5][O:6][C:7]1[CH:8]=[N:9][CH:10]=[C:11]([O:13][CH2:14][C:15]2[CH:20]=[CH:19][CH:18]=[CH:17][CH:16]=2)[CH:12]=1. (2) Reactant: [Br:1][C:2]1[CH:6]=[N:5][N:4]([CH3:7])[C:3]=1[C:8]1[CH:9]=[C:10]([NH2:16])[CH:11]=[CH:12][C:13]=1[O:14][CH3:15].[C:17]([N:25]=[C:26]=[O:27])(=[O:24])[C:18]1[CH:23]=[CH:22][CH:21]=[CH:20][CH:19]=1. Product: [C:17]([NH:25][C:26]([NH:16][C:10]1[CH:11]=[CH:12][C:13]([O:14][CH3:15])=[C:8]([C:3]2[N:4]([CH3:7])[N:5]=[CH:6][C:2]=2[Br:1])[CH:9]=1)=[O:27])(=[O:24])[C:18]1[CH:23]=[CH:22][CH:21]=[CH:20][CH:19]=1. The catalyst class is: 2. (3) Reactant: [CH2:1]([C:3]1[C:4]([NH:25][CH2:26][C@@H:27]([C:42]([O:44]C(C)(C)C)=[O:43])[NH:28][S:29]([C:32]2[C:41]3[C:36](=[CH:37][CH:38]=[CH:39][CH:40]=3)[CH:35]=[CH:34][CH:33]=2)(=[O:31])=[O:30])=[N:5][CH:6]=[N:7][C:8]=1[N:9]1[CH2:14][CH2:13][CH:12]([C:15]2[N:24]=[C:23]3[C:18]([CH2:19][CH2:20][CH2:21][NH:22]3)=[CH:17][CH:16]=2)[CH2:11][CH2:10]1)[CH3:2].FC(F)(F)C(O)=O.ClCCl.CO.O.C(O)(=O)C.C1(C)C=CC=CC=1. Product: [CH2:1]([C:3]1[C:4]([NH:25][CH2:26][C@@H:27]([C:42]([OH:44])=[O:43])[NH:28][S:29]([C:32]2[C:41]3[C:36](=[CH:37][CH:38]=[CH:39][CH:40]=3)[CH:35]=[CH:34][CH:33]=2)(=[O:30])=[O:31])=[N:5][CH:6]=[N:7][C:8]=1[N:9]1[CH2:14][CH2:13][CH:12]([C:15]2[N:24]=[C:23]3[C:18]([CH2:19][CH2:20][CH2:21][NH:22]3)=[CH:17][CH:16]=2)[CH2:11][CH2:10]1)[CH3:2]. The catalyst class is: 4. (4) The catalyst class is: 39. Reactant: [H-].[Na+].[CH2:3]([OH:10])[C:4]1[CH:9]=[CH:8][CH:7]=[CH:6][CH:5]=1.Cl[C:12]1[C:17]([S:18]([N:21]2[CH2:42][CH2:41][C:24]3([C:28](=[O:29])[N:27]([C:30]4[CH:35]=[CH:34][C:33]([O:36][C:37]([F:40])([F:39])[F:38])=[CH:32][CH:31]=4)[CH2:26][CH2:25]3)[CH2:23][CH2:22]2)(=[O:20])=[O:19])=[CH:16][CH:15]=[CH:14][N:13]=1. Product: [CH2:3]([O:10][C:12]1[C:17]([S:18]([N:21]2[CH2:22][CH2:23][C:24]3([C:28](=[O:29])[N:27]([C:30]4[CH:31]=[CH:32][C:33]([O:36][C:37]([F:38])([F:39])[F:40])=[CH:34][CH:35]=4)[CH2:26][CH2:25]3)[CH2:41][CH2:42]2)(=[O:20])=[O:19])=[CH:16][CH:15]=[CH:14][N:13]=1)[C:4]1[CH:9]=[CH:8][CH:7]=[CH:6][CH:5]=1. (5) Product: [C:1]([C:3]1[CH:12]=[CH:11][C:6]([C:7]([OH:9])=[O:8])=[C:5]([CH3:13])[CH:4]=1)#[N:2]. Reactant: [C:1]([C:3]1[CH:12]=[CH:11][C:6]([C:7]([O:9]C)=[O:8])=[C:5]([CH3:13])[CH:4]=1)#[N:2].[OH-].[Na+]. The catalyst class is: 8. (6) Reactant: [Br:1][C:2]1[CH:7]=[CH:6][C:5](F)=[C:4]([N+:9]([O-:11])=[O:10])[CH:3]=1.CC[N:14]([CH:18]([CH3:20])[CH3:19])C(C)C. Product: [Br:1][C:2]1[CH:7]=[CH:6][C:5]([NH:9][C:4]2[CH:3]=[CH:2][CH:19]=[C:18]([NH2:14])[CH:20]=2)=[C:4]([N+:9]([O-:11])=[O:10])[CH:3]=1. The catalyst class is: 37. (7) Reactant: [NH2:1][C:2]1[C:7]2=[C:8]([CH3:21])[C:9]3[C:10](C=O)=[C:11]([NH2:18])[N:12]=[C:13]([NH2:17])[C:14]=3[C:15](C)=[C:6]2C(C=O)=[C:4]([NH2:24])[N:3]=1.[C:25]1(P(C2C=CC=CC=2)C2C=CC=CC=2)C=CC=C[CH:26]=1.[CH2:44]([Li])[CH2:45][CH2:46][CH3:47]. Product: [CH:46]([C:45]1[C:44]2[C:7](=[C:8]([CH3:21])[C:9]3[C:10]([CH:25]=[CH2:26])=[C:11]([NH2:18])[N:12]=[C:13]([NH2:17])[C:14]=3[C:15]=2[CH3:6])[C:2]([NH2:1])=[N:3][C:4]=1[NH2:24])=[CH2:47]. The catalyst class is: 11.